Dataset: Forward reaction prediction with 1.9M reactions from USPTO patents (1976-2016). Task: Predict the product of the given reaction. (1) Given the reactants [CH3:1][CH:2]([CH3:13])[CH2:3][CH2:4][C:5]([N:7]1[CH2:12][CH2:11][CH2:10][CH2:9][CH2:8]1)=O.C[SiH](C)O[SiH](C)C, predict the reaction product. The product is: [CH3:1][CH:2]([CH3:13])[CH2:3][CH:4]=[CH:5][N:7]1[CH2:12][CH2:11][CH2:10][CH2:9][CH2:8]1. (2) Given the reactants [C:1]([O:5][C:6]([N:8]1[CH2:16][CH2:15][N:14]2[C@@H:10]([CH2:11][O:12]S2(=O)=O)[CH2:9]1)=[O:7])([CH3:4])([CH3:3])[CH3:2].[F:19][C:20]1[CH:25]=[CH:24][C:23](O)=[CH:22][CH:21]=1, predict the reaction product. The product is: [C:1]([O:5][C:6]([N:8]1[CH2:16][CH2:15][NH:14][C@@H:10]([CH2:11][O:12][C:23]2[CH:24]=[CH:25][C:20]([F:19])=[CH:21][CH:22]=2)[CH2:9]1)=[O:7])([CH3:4])([CH3:3])[CH3:2]. (3) Given the reactants [CH:1]1[C:10]2[C:5](=[CH:6][C:7]([C:11]3[S:15][C:14]([NH:16][C@H:17]([CH2:30][C:31]4[CH:36]=[CH:35][CH:34]=[C:33]([C:37]([F:40])([F:39])[F:38])[CH:32]=4)[CH2:18][N:19]4C(=O)C5C=CC=CC=5C4=O)=[N:13][N:12]=3)=[CH:8][CH:9]=2)[CH:4]=[CH:3][N:2]=1.C1C2C(=CC(C(N)=O)=CC=2)C=CN=1, predict the reaction product. The product is: [NH2:19][CH2:18][C@H:17]([NH:16][C:14]1[S:15][C:11]([C:7]2[CH:6]=[C:5]3[C:10](=[CH:9][CH:8]=2)[CH:1]=[N:2][CH:3]=[CH:4]3)=[N:12][N:13]=1)[CH2:30][C:31]1[CH:36]=[CH:35][CH:34]=[C:33]([C:37]([F:39])([F:40])[F:38])[CH:32]=1. (4) The product is: [I:50][C:2]1[O:3][C:4]([C:7]2[N:12]=[C:11]([NH:13][C:14]3[CH:19]=[C:18]([CH3:20])[CH:17]=[CH:16][N:15]=3)[CH:10]=[CH:9][CH:8]=2)=[CH:5][N:6]=1. Given the reactants Cl[C:2]1[O:3][C:4]([C:7]2[N:12]=[C:11]([NH:13][C:14]3[CH:19]=[C:18]([CH3:20])[CH:17]=[CH:16][N:15]=3)[CH:10]=[CH:9][CH:8]=2)=[CH:5][N:6]=1.CC1C=CN=C(NC2C=CC=C(C3OC=NC=3)N=2)C=1.[Li+].C[Si]([N-][Si](C)(C)C)(C)C.[I:50]C(I)C, predict the reaction product. (5) Given the reactants [NH2:1][C:2]1[CH:3]=[C:4]([CH:35]=[CH:36][CH:37]=1)[CH2:5][N:6]1[CH:10]=[C:9]([C:11]2[CH:20]=[CH:19][CH:18]=[C:17]3[C:12]=2[CH2:13][CH2:14][CH2:15][N:16]3[C:21](=[O:34])[CH2:22][CH2:23][CH2:24][O:25][C:26]2[CH:31]=[CH:30][CH:29]=[C:28]([CH3:32])[C:27]=2[CH3:33])[CH:8]=[N:7]1.Br[CH2:39]C1C=C(NC(=O)OC(C)(C)C)C=CC=1.BrC(C1C=C(NC(=O)OC(C)(C)C)C=CC=1)C, predict the reaction product. The product is: [NH2:1][C:2]1[CH:3]=[C:4]([CH:5]([N:6]2[CH:10]=[C:9]([C:11]3[CH:20]=[CH:19][CH:18]=[C:17]4[C:12]=3[CH2:13][CH2:14][CH2:15][N:16]4[C:21](=[O:34])[CH2:22][CH2:23][CH2:24][O:25][C:26]3[CH:31]=[CH:30][CH:29]=[C:28]([CH3:32])[C:27]=3[CH3:33])[CH:8]=[N:7]2)[CH3:39])[CH:35]=[CH:36][CH:37]=1.